Dataset: NCI-60 drug combinations with 297,098 pairs across 59 cell lines. Task: Regression. Given two drug SMILES strings and cell line genomic features, predict the synergy score measuring deviation from expected non-interaction effect. (1) Drug 1: C1=C(C(=O)NC(=O)N1)N(CCCl)CCCl. Drug 2: C1=CC=C(C=C1)NC(=O)CCCCCCC(=O)NO. Cell line: SNB-19. Synergy scores: CSS=5.89, Synergy_ZIP=-5.24, Synergy_Bliss=-0.635, Synergy_Loewe=-1.25, Synergy_HSA=-0.852. (2) Drug 1: C1C(C(OC1N2C=C(C(=O)NC2=O)F)CO)O. Drug 2: CC(C)NC(=O)C1=CC=C(C=C1)CNNC.Cl. Cell line: HCT116. Synergy scores: CSS=28.9, Synergy_ZIP=-7.50, Synergy_Bliss=1.87, Synergy_Loewe=-31.9, Synergy_HSA=0.0698. (3) Drug 1: CC(CN1CC(=O)NC(=O)C1)N2CC(=O)NC(=O)C2. Drug 2: CC1CCCC2(C(O2)CC(NC(=O)CC(C(C(=O)C(C1O)C)(C)C)O)C(=CC3=CSC(=N3)C)C)C. Cell line: OVCAR-5. Synergy scores: CSS=-1.01, Synergy_ZIP=-4.88, Synergy_Bliss=-11.7, Synergy_Loewe=-13.9, Synergy_HSA=-13.2. (4) Drug 1: CC1=C(C=C(C=C1)NC2=NC=CC(=N2)N(C)C3=CC4=NN(C(=C4C=C3)C)C)S(=O)(=O)N.Cl. Drug 2: C1=NNC2=C1C(=O)NC=N2. Cell line: HOP-62. Synergy scores: CSS=4.08, Synergy_ZIP=-3.13, Synergy_Bliss=-2.38, Synergy_Loewe=-2.58, Synergy_HSA=-1.55. (5) Drug 1: CC1C(C(CC(O1)OC2CC(OC(C2O)C)OC3=CC4=CC5=C(C(=O)C(C(C5)C(C(=O)C(C(C)O)O)OC)OC6CC(C(C(O6)C)O)OC7CC(C(C(O7)C)O)OC8CC(C(C(O8)C)O)(C)O)C(=C4C(=C3C)O)O)O)O. Drug 2: CCN(CC)CCCC(C)NC1=C2C=C(C=CC2=NC3=C1C=CC(=C3)Cl)OC. Cell line: BT-549. Synergy scores: CSS=24.9, Synergy_ZIP=-1.58, Synergy_Bliss=0.780, Synergy_Loewe=-20.3, Synergy_HSA=-0.959.